Task: Predict the reactants needed to synthesize the given product.. Dataset: Full USPTO retrosynthesis dataset with 1.9M reactions from patents (1976-2016) (1) Given the product [O:4]1[CH:8]=[CH:7][CH:6]=[C:5]1[C:9]1[O:10][C:11]([CH3:41])=[C:12]([CH2:14][O:15][C:16]2[CH:17]=[CH:18][C:19]([CH2:20][O:21]/[N:22]=[C:23](/[C:33]3[CH:38]=[CH:37][CH:36]=[CH:35][CH:34]=3)\[CH2:24][CH2:25][CH2:26][CH2:27][C:28]([OH:30])=[O:29])=[CH:39][CH:40]=2)[N:13]=1, predict the reactants needed to synthesize it. The reactants are: O.[OH-].[Li+].[O:4]1[CH:8]=[CH:7][CH:6]=[C:5]1[C:9]1[O:10][C:11]([CH3:41])=[C:12]([CH2:14][O:15][C:16]2[CH:40]=[CH:39][C:19]([CH2:20][O:21]/[N:22]=[C:23](/[C:33]3[CH:38]=[CH:37][CH:36]=[CH:35][CH:34]=3)\[CH2:24][CH2:25][CH2:26][CH2:27][C:28]([O:30]CC)=[O:29])=[CH:18][CH:17]=2)[N:13]=1.O.Cl. (2) Given the product [F:1][C:2]1[CH:25]=[CH:24][C:5]([CH2:6][NH:7][C:8]([C:10]2[C:11](=[O:23])[C:12]3[S:19][C:18]([CH2:20][N:27]([CH2:28][C@@H:29]([OH:30])[C:31]4[CH:36]=[N:35][CH:34]=[CH:33][N:32]=4)[CH3:26])=[C:17]([CH3:22])[C:13]=3[N:14]([CH3:16])[CH:15]=2)=[O:9])=[CH:4][CH:3]=1, predict the reactants needed to synthesize it. The reactants are: [F:1][C:2]1[CH:25]=[CH:24][C:5]([CH2:6][NH:7][C:8]([C:10]2[C:11](=[O:23])[C:12]3[S:19][C:18]([CH2:20]Cl)=[C:17]([CH3:22])[C:13]=3[N:14]([CH3:16])[CH:15]=2)=[O:9])=[CH:4][CH:3]=1.[CH3:26][NH:27][CH2:28][C@H:29]([C:31]1[CH:36]=[N:35][CH:34]=[CH:33][N:32]=1)[OH:30].C(N(C(C)C)CC)(C)C. (3) Given the product [OH:36][NH:35][C:31]([N:13]1[CH2:14][CH2:15][CH:10]([N:9]([CH2:16][C:17]2[C:22]([CH3:23])=[CH:21][CH:20]=[CH:19][N:18]=2)[CH2:8][C:3]2[C:2]([CH3:1])=[CH:7][CH:6]=[CH:5][N:4]=2)[CH2:11][CH2:12]1)=[O:32], predict the reactants needed to synthesize it. The reactants are: [CH3:1][C:2]1[C:3]([CH2:8][N:9]([CH2:16][C:17]2[C:22]([CH3:23])=[CH:21][CH:20]=[CH:19][N:18]=2)[CH:10]2[CH2:15][CH2:14][NH:13][CH2:12][CH2:11]2)=[N:4][CH:5]=[CH:6][CH:7]=1.CCN(CC)CC.[C:31](Cl)(Cl)=[O:32].[NH2:35][OH:36].Cl. (4) Given the product [CH3:1][CH:2]1[CH2:9][C@H:8]2[C@H:4]([CH2:5][N:6]([C:36]([C:31]3[C:30]([C:27]4[CH:26]=[CH:25][C:24]([CH3:23])=[CH:29][CH:28]=4)=[CH:35][CH:34]=[CH:33][CH:32]=3)=[O:37])[C@@H:7]2[CH2:10][NH:11][C:12]([C:14]2[N:21]3[C:17]([S:18][CH:19]=[CH:20]3)=[N:16][C:15]=2[CH3:22])=[O:13])[CH2:3]1, predict the reactants needed to synthesize it. The reactants are: [CH3:1][CH:2]1[CH2:9][C@H:8]2[C@H:4]([CH2:5][NH:6][C@@H:7]2[CH2:10][NH:11][C:12]([C:14]2[N:21]3[C:17]([S:18][CH:19]=[CH:20]3)=[N:16][C:15]=2[CH3:22])=[O:13])[CH2:3]1.[CH3:23][C:24]1[CH:29]=[CH:28][C:27]([C:30]2[C:31]([C:36](O)=[O:37])=[CH:32][CH:33]=[CH:34][CH:35]=2)=[CH:26][CH:25]=1.